Dataset: Forward reaction prediction with 1.9M reactions from USPTO patents (1976-2016). Task: Predict the product of the given reaction. (1) Given the reactants [Cl:1][C:2]1[CH:3]=[C:4]([NH:17][C:18]2[C:19]3[C:26]4[CH:27]=[CH:28][C:29](/[CH:31]=[CH:32]/[C:33](OC)=[O:34])=[CH:30][C:25]=4[S:24][C:20]=3[N:21]=[CH:22][N:23]=2)[CH:5]=[CH:6][C:7]=1[O:8][CH2:9][C:10]1[CH:15]=[CH:14][CH:13]=[C:12]([F:16])[CH:11]=1.[H-].C([Al+]CC(C)C)C(C)C.[C@H](O)(C([O-])=O)[C@@H](O)C([O-])=O.[Na+].[K+].CCOC(C)=O, predict the reaction product. The product is: [Cl:1][C:2]1[CH:3]=[C:4]([NH:17][C:18]2[C:19]3[C:26]4[CH:27]=[CH:28][C:29](/[CH:31]=[CH:32]/[CH2:33][OH:34])=[CH:30][C:25]=4[S:24][C:20]=3[N:21]=[CH:22][N:23]=2)[CH:5]=[CH:6][C:7]=1[O:8][CH2:9][C:10]1[CH:15]=[CH:14][CH:13]=[C:12]([F:16])[CH:11]=1. (2) Given the reactants [Cl:1][CH2:2][C:3](OCC)(OCC)OCC.[CH3:13][O:14][C:15]1[CH:22]=[CH:21][C:18]([CH2:19][NH2:20])=[CH:17][CH:16]=1.[N-:23]=[N+:24]=[N-:25].[Na+].C([O-])(O)=O.[Na+].CCOC(C)=O, predict the reaction product. The product is: [Cl:1][CH2:2][C:3]1[N:20]([CH2:19][C:18]2[CH:21]=[CH:22][C:15]([O:14][CH3:13])=[CH:16][CH:17]=2)[N:25]=[N:24][N:23]=1. (3) Given the reactants [I:1][C:2]1[CH:3]=[C:4]2[C:9](=[CH:10][CH:11]=1)[N:8]=[CH:7][N:6]=[C:5]2Cl.[NH2:13][C:14]1[CH:15]=[C:16]2[C:20](=[CH:21][CH:22]=1)[NH:19][CH:18]=[CH:17]2, predict the reaction product. The product is: [I:1][C:2]1[CH:3]=[C:4]2[C:9](=[CH:10][CH:11]=1)[N:8]=[CH:7][N:6]=[C:5]2[NH:13][C:14]1[CH:15]=[C:16]2[C:20](=[CH:21][CH:22]=1)[NH:19][CH:18]=[CH:17]2. (4) Given the reactants [Cl:1][C:2]1[CH:9]=[C:8]([OH:10])[CH:7]=[CH:6][C:3]=1[C:4]#[N:5].ClC1C(CC2SC(C3OC=CC=3)=NN=2)=CC([C@H]2[C@H](O)[C@@H](O)[C@H](O)[C@@H](CO)O2)=C(OC)C=1.OS(C(F)(F)F)(=O)=O.C1C(=O)N([Br:57])C(=O)C1, predict the reaction product. The product is: [Br:57][C:7]1[C:8]([OH:10])=[CH:9][C:2]([Cl:1])=[C:3]([CH:6]=1)[C:4]#[N:5]. (5) Given the reactants [CH3:1][O:2][C:3](=[O:66])[NH:4][C@H:5]([C:9]([N:11]1[CH2:15][C@H:14]([O:16]C(C)(C)C)[CH2:13][C@H:12]1[C:21]1[NH:25][C:24]2[CH:26]=[CH:27][C:28]([C:30]3[CH:35]=[CH:34][C:33]([C:36]4[CH:65]=[CH:64][C:39]5[NH:40][C:41]([C@@H:43]6[CH2:47][C@@H:46]([O:48]C(C)(C)C)[CH2:45][N:44]6[C:53](=[O:63])[C@@H:54]([NH:58][C:59]([O:61][CH3:62])=[O:60])[CH:55]([CH3:57])[CH3:56])=[N:42][C:38]=5[CH:37]=4)=[CH:32][CH:31]=3)=[CH:29][C:23]=2[N:22]=1)=[O:10])[CH:6]([CH3:8])[CH3:7].C(O)(C(F)(F)F)=O, predict the reaction product. The product is: [CH3:62][O:61][C:59](=[O:60])[NH:58][C@H:54]([C:53]([N:44]1[CH2:45][C@H:46]([OH:48])[CH2:47][C@H:43]1[C:41]1[NH:40][C:39]2[CH:64]=[CH:65][C:36]([C:33]3[CH:32]=[CH:31][C:30]([C:28]4[CH:27]=[CH:26][C:24]5[NH:25][C:21]([C@@H:12]6[CH2:13][C@@H:14]([OH:16])[CH2:15][N:11]6[C:9](=[O:10])[C@@H:5]([NH:4][C:3]([O:2][CH3:1])=[O:66])[CH:6]([CH3:8])[CH3:7])=[N:22][C:23]=5[CH:29]=4)=[CH:35][CH:34]=3)=[CH:37][C:38]=2[N:42]=1)=[O:63])[CH:55]([CH3:56])[CH3:57]. (6) Given the reactants [N:1]1([S:7](Cl)(=[O:9])=[O:8])[CH2:6][CH2:5][O:4][CH2:3][CH2:2]1.[CH2:11]1[C:20]2[C:15](=[CH:16][CH:17]=[CH:18][CH:19]=2)[CH2:14][CH:13]([C:21]([O:23][CH3:24])=[O:22])[NH:12]1.C(N1CCOCC1)C.C(O)(=O)CC(CC(O)=O)(C(O)=O)O.C([O-])(O)=O.[Na+], predict the reaction product. The product is: [O:4]1[CH2:5][CH2:6][N:1]([S:7]([N:12]2[CH:13]([C:21]([O:23][CH3:24])=[O:22])[CH2:14][C:15]3[C:20](=[CH:19][CH:18]=[CH:17][CH:16]=3)[CH2:11]2)(=[O:9])=[O:8])[CH2:2][CH2:3]1. (7) Given the reactants [O:1]=[C:2]1[C:6](=[CH:7][C:8]2[CH:13]=[CH:12][CH:11]=[C:10]([O:14][CH2:15][C:16](O)=[O:17])[CH:9]=2)[S:5][C:4](=[S:19])[N:3]1[NH:20][C:21]1[C:25]2[CH:26]=[CH:27][CH:28]=[CH:29][C:24]=2[S:23](=[O:31])(=[O:30])[N:22]=1.[CH2:32](N)[C:33]1[CH:38]=[CH:37][CH:36]=[CH:35][CH:34]=1.O[N:41]1C2C=CC=CC=2N=N1.Cl.C(N=C=NCCCN(C)C)C, predict the reaction product. The product is: [O:1]=[C:2]1[C:6](=[CH:7][C:8]2[CH:13]=[CH:12][CH:11]=[C:10]([O:14][CH:15]([CH2:32][C:33]3[CH:38]=[CH:37][CH:36]=[CH:35][CH:34]=3)[C:16]([NH2:41])=[O:17])[CH:9]=2)[S:5][C:4](=[S:19])[N:3]1[NH:20][C:21]1[C:25]2[CH:26]=[CH:27][CH:28]=[CH:29][C:24]=2[S:23](=[O:31])(=[O:30])[N:22]=1. (8) Given the reactants [H-].[Na+].CN1C(=O)N(C)CCC1.[CH2:12]([OH:17])[C:13]#[C:14][CH2:15][OH:16].[CH:18]([C:21]1[CH:22]=[CH:23][C:24]([S:27]([NH:30][C:31]2[C:36]([C:37]3[CH:42]=[CH:41][C:40]([CH3:43])=[CH:39][CH:38]=3)=[C:35](Cl)[N:34]=[C:33]([C:45]3[CH:50]=[CH:49][N:48]=[CH:47][CH:46]=3)[N:32]=2)(=[O:29])=[O:28])=[N:25][CH:26]=1)([CH3:20])[CH3:19], predict the reaction product. The product is: [CH:18]([C:21]1[CH:22]=[CH:23][C:24]([S:27]([NH:30][C:31]2[C:36]([C:37]3[CH:42]=[CH:41][C:40]([CH3:43])=[CH:39][CH:38]=3)=[C:35]([O:16][CH2:15][C:14]#[C:13][CH2:12][OH:17])[N:34]=[C:33]([C:45]3[CH:46]=[CH:47][N:48]=[CH:49][CH:50]=3)[N:32]=2)(=[O:28])=[O:29])=[N:25][CH:26]=1)([CH3:20])[CH3:19]. (9) Given the reactants C(OC([N:8]1[CH2:11][C:10]([CH3:29])([O:12][C:13]2[CH:14]=[C:15]3[C:24](=[CH:25][CH:26]=2)[O:23][CH2:22][C:21]2[N:16]3[CH:17]([CH3:28])[C:18](=[O:27])[NH:19][N:20]=2)[CH2:9]1)=O)(C)(C)C.[C:30]([OH:36])([C:32]([F:35])([F:34])[F:33])=[O:31], predict the reaction product. The product is: [F:33][C:32]([F:35])([F:34])[C:30]([OH:36])=[O:31].[CH3:28][CH:17]1[N:16]2[C:21]([CH2:22][O:23][C:24]3[C:15]2=[CH:14][C:13]([O:12][C:10]2([CH3:29])[CH2:9][NH:8][CH2:11]2)=[CH:26][CH:25]=3)=[N:20][NH:19][C:18]1=[O:27]. (10) The product is: [NH2:33][C:34]1[C:35]([C:42]([N:44]=[C:45]([NH2:48])[NH:1][CH2:2][CH2:3][CH2:4][CH2:5][C:6]2[CH:7]=[CH:8][C:9]([S:12]([NH:15][C@@H:16]([CH:20]([CH3:22])[CH3:21])[C:17]([NH2:19])=[O:18])(=[O:14])=[O:13])=[CH:10][CH:11]=2)=[O:43])=[N:36][C:37]([Cl:41])=[C:38]([NH2:40])[N:39]=1. Given the reactants [NH2:1][CH2:2][CH2:3][CH2:4][CH2:5][C:6]1[CH:11]=[CH:10][C:9]([S:12]([NH:15][C@@H:16]([CH:20]([CH3:22])[CH3:21])[C:17]([NH2:19])=[O:18])(=[O:14])=[O:13])=[CH:8][CH:7]=1.C(N(C(C)C)CC)(C)C.I.[NH2:33][C:34]1[C:35]([C:42]([NH:44][C:45](=[NH:48])SC)=[O:43])=[N:36][C:37]([Cl:41])=[C:38]([NH2:40])[N:39]=1, predict the reaction product.